The task is: Predict the reaction yield, written as a fraction of the theoretical maximum amount of product (1.0 means a 100% yield; for example, 0.34 means a 34% yield).. This data is from Reaction yield outcomes from USPTO patents with 853,638 reactions. The reactants are [Cl:1][C:2]1[CH:14]=[C:13]([CH:15]=O)[CH:12]=[CH:11][C:3]=1[O:4][CH2:5][CH2:6][CH2:7][CH2:8][C:9]#[N:10].[C:17]([NH:20][NH2:21])([NH2:19])=[NH:18].Cl. No catalyst specified. The product is [ClH:1].[Cl:1][C:2]1[CH:14]=[C:13]([CH:12]=[CH:11][C:3]=1[O:4][CH2:5][CH2:6][CH2:7][CH2:8][C:9]#[N:10])[CH:15]=[N:21][NH:20][C:17]([NH2:19])=[NH:18]. The yield is 0.770.